This data is from Full USPTO retrosynthesis dataset with 1.9M reactions from patents (1976-2016). The task is: Predict the reactants needed to synthesize the given product. (1) Given the product [Cl:28][C:25]([F:26])([F:27])[O:24][C:21]1[CH:20]=[CH:19][C:18]([NH:17][C:15](=[O:16])[C:14]2[CH:29]=[C:30]([C:31]3[NH:35][N:34]=[CH:33][C:32]=3[CH3:42])[C:11]([N:43]3[CH2:47][CH2:46][C@@H:45]([OH:48])[CH2:44]3)=[N:12][CH:13]=2)=[CH:23][CH:22]=1, predict the reactants needed to synthesize it. The reactants are: CCN(C(C)C)C(C)C.Cl[C:11]1[C:30]([C:31]2[N:35](C3CCCCO3)[N:34]=[CH:33][C:32]=2[CH3:42])=[CH:29][C:14]([C:15]([NH:17][C:18]2[CH:23]=[CH:22][C:21]([O:24][C:25]([Cl:28])([F:27])[F:26])=[CH:20][CH:19]=2)=[O:16])=[CH:13][N:12]=1.[NH:43]1[CH2:47][CH2:46][C@@H:45]([OH:48])[CH2:44]1.C(O)(C(F)(F)F)=O.C([O-])([O-])=O.[Na+].[Na+]. (2) Given the product [Br:1][C:2]1[C:3]([O:10][CH:12]([F:17])[F:16])=[C:4]([F:9])[CH:5]=[CH:6][C:7]=1[F:8], predict the reactants needed to synthesize it. The reactants are: [Br:1][C:2]1[C:7]([F:8])=[CH:6][CH:5]=[C:4]([F:9])[C:3]=1[OH:10].Cl[C:12]([F:17])([F:16])C([O-])=O.[Na+].C(=O)([O-])[O-].[K+].[K+]. (3) The reactants are: C(OC([N:6]1[CH2:19][CH2:18][C:10]2[C:11]3[CH2:12][CH2:13][CH2:14][C:15]=3[CH:16]=[CH:17][C:9]=2[CH2:8][CH2:7]1)=O)C.[Si](I)(C)(C)C.CO. Given the product [CH2:12]1[C:11]2[C:10]3[CH2:18][CH2:19][NH:6][CH2:7][CH2:8][C:9]=3[CH:17]=[CH:16][C:15]=2[CH2:14][CH2:13]1, predict the reactants needed to synthesize it. (4) Given the product [C:1]([O:4][C@H:5]1[CH2:10][CH2:9][CH2:8][C@H:7]([NH:11][C:12]([O:14][CH2:15][C:16]2[CH:21]=[CH:20][CH:19]=[CH:18][CH:17]=2)=[O:13])[C@@H:6]1[O:22][CH2:33][O:34][CH3:35])(=[O:3])[CH3:2], predict the reactants needed to synthesize it. The reactants are: [C:1]([O:4][C@H:5]1[CH2:10][CH2:9][CH2:8][C@H:7]([NH:11][C:12]([O:14][CH2:15][C:16]2[CH:21]=[CH:20][CH:19]=[CH:18][CH:17]=2)=[O:13])[C@@H:6]1[OH:22])(=[O:3])[CH3:2].CCN(C(C)C)C(C)C.Cl[CH2:33][O:34][CH3:35].